Dataset: Forward reaction prediction with 1.9M reactions from USPTO patents (1976-2016). Task: Predict the product of the given reaction. Given the reactants [Br:1][C:2]1[CH:3]=[C:4]([CH:14]=[C:15]([Cl:17])[CH:16]=1)[O:5][C:6]1[C:7]([OH:13])=[N:8][CH:9]=[CH:10][C:11]=1[CH3:12].Br[CH2:19][C:20]1[C:28]2[C:23](=[N:24][CH:25]=[CH:26][CH:27]=2)[N:22](C(OC(C)(C)C)=O)[N:21]=1.C(=O)([O-])[O-].[K+].[K+], predict the reaction product. The product is: [Br:1][C:2]1[CH:3]=[C:4]([CH:14]=[C:15]([Cl:17])[CH:16]=1)[O:5][C:6]1[C:7](=[O:13])[N:8]([CH2:19][C:20]2[C:28]3[C:23](=[N:24][CH:25]=[CH:26][CH:27]=3)[NH:22][N:21]=2)[CH:9]=[CH:10][C:11]=1[CH3:12].